From a dataset of Full USPTO retrosynthesis dataset with 1.9M reactions from patents (1976-2016). Predict the reactants needed to synthesize the given product. (1) Given the product [Br:19][C:20]1[N:25]=[CH:24][C:23]([O:26][C@@H:27]([CH2:31][CH2:30][OH:29])[C:28]([NH:1][CH:2]2[CH2:3][CH2:4][N:5]([C:8]([O:10][C:11]([CH3:14])([CH3:13])[CH3:12])=[O:9])[CH2:6][CH2:7]2)=[O:32])=[CH:22][CH:21]=1, predict the reactants needed to synthesize it. The reactants are: [NH2:1][CH:2]1[CH2:7][CH2:6][N:5]([C:8]([O:10][C:11]([CH3:14])([CH3:13])[CH3:12])=[O:9])[CH2:4][CH2:3]1.C[Al](C)C.[Br:19][C:20]1[N:25]=[CH:24][C:23]([O:26][C@H:27]2[CH2:31][CH2:30][O:29][C:28]2=[O:32])=[CH:22][CH:21]=1. (2) Given the product [F:22][C:17]1[C:16]([NH:23][C:24]2[CH:29]=[CH:28][C:27]([I:30])=[CH:26][C:25]=2[F:31])=[C:15]([C:12]2[O:11][C:10]([NH:9][CH2:8][CH2:7][OH:6])=[N:14][N:13]=2)[CH:20]=[CH:19][C:18]=1[F:21], predict the reactants needed to synthesize it. The reactants are: C([Si](C)(C)[O:6][CH2:7][CH2:8][NH:9][C:10]1[O:11][C:12]([C:15]2[CH:20]=[CH:19][C:18]([F:21])=[C:17]([F:22])[C:16]=2[NH:23][C:24]2[CH:29]=[CH:28][C:27]([I:30])=[CH:26][C:25]=2[F:31])=[N:13][N:14]=1)(C)(C)C.C(O)(=O)C.[F-].C([NH3+])(C)(C)C. (3) Given the product [CH2:32]([C@@H:14]([CH2:13][CH2:12][C@H:8]([CH2:1][C:2]1[CH:3]=[CH:4][CH:5]=[CH:6][CH:7]=1)[C:9]([NH:39][C@H:40]1[CH2:46][CH2:45][S:44][C@H:43]2[CH2:47][CH2:48][CH2:49][CH2:50][N:42]2[C:41]1=[O:51])=[O:10])[C:15]([NH:16][C@H:17]1[CH2:23][CH2:22][CH2:21][CH2:20][N:19]([C:24]2[CH:25]=[CH:26][CH:27]=[CH:28][CH:29]=2)[C:18]1=[O:30])=[O:31])[C:33]1[CH:34]=[CH:35][CH:36]=[CH:37][CH:38]=1, predict the reactants needed to synthesize it. The reactants are: [CH2:1]([C@@H:8]([CH2:12][CH2:13][C@H:14]([CH2:32][C:33]1[CH:38]=[CH:37][CH:36]=[CH:35][CH:34]=1)[C:15](=[O:31])[NH:16][C@@H:17]1[CH2:23][CH2:22][CH2:21][CH2:20][N:19]([C:24]2[CH:29]=[CH:28][CH:27]=[CH:26][CH:25]=2)[C:18]1=[O:30])[C:9](O)=[O:10])[C:2]1[CH:7]=[CH:6][CH:5]=[CH:4][CH:3]=1.[NH2:39][C@H:40]1[CH2:46][CH2:45][S:44][C@H:43]2[CH2:47][CH2:48][CH2:49][CH2:50][N:42]2[C:41]1=[O:51]. (4) Given the product [CH2:1]([O:8][C:9]1[N:14]2[N:15]=[C:16]([CH3:23])[C:17]([C:18]([OH:20])=[O:19])=[C:13]2[CH:12]=[C:11]([CH3:24])[CH:10]=1)[C:2]1[CH:7]=[CH:6][CH:5]=[CH:4][CH:3]=1, predict the reactants needed to synthesize it. The reactants are: [CH2:1]([O:8][C:9]1[N:14]2[N:15]=[C:16]([CH3:23])[C:17]([C:18]([O:20]CC)=[O:19])=[C:13]2[CH:12]=[C:11]([CH3:24])[CH:10]=1)[C:2]1[CH:7]=[CH:6][CH:5]=[CH:4][CH:3]=1.[OH-].[Na+]. (5) Given the product [Cl:1][C:2]1[CH:37]=[CH:36][C:5]2[NH:6][C:7]([C@@H:9]([NH:19][C:20](=[O:35])[C:21]3[CH:26]=[CH:25][C:24]([C:27]([N:29]4[CH2:30][CH2:31][CH2:32][CH2:33]4)=[O:28])=[C:23]([CH3:34])[CH:22]=3)[CH2:10][CH2:11][N:12]3[CH2:17][CH2:16][NH:15][C:13]3=[O:14])=[N:8][C:4]=2[CH:3]=1, predict the reactants needed to synthesize it. The reactants are: [Cl:1][C:2]1[CH:37]=[CH:36][C:5]2[NH:6][C:7]([C@@H:9]([NH:19][C:20](=[O:35])[C:21]3[CH:26]=[CH:25][C:24]([C:27]([N:29]4[CH2:33][CH2:32][CH2:31][CH2:30]4)=[O:28])=[C:23]([CH3:34])[CH:22]=3)[CH2:10][CH2:11][NH:12][C:13]([NH:15][CH2:16][CH2:17]Cl)=[O:14])=[N:8][C:4]=2[CH:3]=1.CC(C)([O-])C.[K+]. (6) Given the product [CH:22]1([O:27][C:28]2[C:35]([O:36][CH3:37])=[CH:34][CH:33]=[CH:32][C:29]=2/[CH:30]=[CH:1]/[C:2]2[N:3]=[C:4]3[S:21][CH:20]=[CH:19][N:5]3[C:6](=[O:18])[C:7]=2[C:8]2[CH:13]=[CH:12][C:11]([C:14]([F:17])([F:15])[F:16])=[CH:10][CH:9]=2)[CH2:23][CH2:24][CH2:25][CH2:26]1, predict the reactants needed to synthesize it. The reactants are: [CH3:1][C:2]1[N:3]=[C:4]2[S:21][CH:20]=[CH:19][N:5]2[C:6](=[O:18])[C:7]=1[C:8]1[CH:13]=[CH:12][C:11]([C:14]([F:17])([F:16])[F:15])=[CH:10][CH:9]=1.[CH:22]1([O:27][C:28]2[C:35]([O:36][CH3:37])=[CH:34][CH:33]=[CH:32][C:29]=2[CH:30]=O)[CH2:26][CH2:25][CH2:24][CH2:23]1.[O-]CC.[Na+]. (7) Given the product [CH3:1][N:2]1[C@@H:19]2[CH2:20][C:7]3[CH:8]=[CH:9][C:10]([O:22][CH3:23])=[C:11]4[O:12][C@H:13]5[C:14]([CH2:16][CH2:17][C@:18]2([OH:21])[C@:5]5([C:6]=34)[CH2:4][CH2:3]1)=[O:15].[ClH:25], predict the reactants needed to synthesize it. The reactants are: [CH3:1][N:2]1[C@@H:19]2[CH2:20][C:7]3[CH:8]=[CH:9][C:10]([O:22][CH3:23])=[C:11]4[O:12][C@H:13]5[C:14]([CH2:16][CH2:17][C@:18]2([OH:21])[C@:5]5([C:6]=34)[CH2:4][CH2:3]1)=[O:15].O.[ClH:25].[H][H].